From a dataset of hERG Central: cardiac toxicity at 1µM, 10µM, and general inhibition. Predict hERG channel inhibition at various concentrations. (1) The compound is Cl.O=C(c1ccco1)N1CCN(CCOCCOc2cccc3ccccc23)CC1. Results: hERG_inhib (hERG inhibition (general)): blocker. (2) The compound is CC1CC(C)CN(S(=O)(=O)c2ccc3oc(=O)ccc3c2)C1. Results: hERG_inhib (hERG inhibition (general)): blocker. (3) The molecule is COC(C(=O)Nc1ccc(S(=O)(=O)Nc2c(C)cccc2C)cc1)c1ccccc1. Results: hERG_inhib (hERG inhibition (general)): blocker. (4) The drug is O=C(c1ccc(Cl)cc1)N1CCN(S(=O)(=O)/C=C/c2ccccc2)CC1. Results: hERG_inhib (hERG inhibition (general)): blocker. (5) The molecule is CCOC(=O)N1CCN(CC(=O)Nc2ccc([N+](=O)[O-])cc2C(=O)Nc2ccccc2F)CC1. Results: hERG_inhib (hERG inhibition (general)): blocker. (6) The molecule is COc1cccc2sc(N(CCCN(C)C)C(=O)CCS(=O)(=O)c3ccccc3)nc12. Results: hERG_inhib (hERG inhibition (general)): blocker.